From a dataset of Forward reaction prediction with 1.9M reactions from USPTO patents (1976-2016). Predict the product of the given reaction. (1) Given the reactants [CH3:1][C:2]1[S:6][C:5]([C:7]([OH:9])=[O:8])=[CH:4][CH:3]=1.OS(O)(=O)=O.[CH3:15]O, predict the reaction product. The product is: [CH3:1][C:2]1[S:6][C:5]([C:7]([O:9][CH3:15])=[O:8])=[CH:4][CH:3]=1. (2) Given the reactants [N+:1]([C:4]1[CH:5]=[N:6][NH:7][CH:8]=1)([O-:3])=[O:2].C([O-])([O-])=O.[K+].[K+].[C:15]([C:17]1[CH:18]=[C:19]([CH:22]=[CH:23][CH:24]=1)[CH2:20]Br)#[N:16], predict the reaction product. The product is: [N+:1]([C:4]1[CH:5]=[N:6][N:7]([CH2:20][C:19]2[CH:18]=[C:17]([CH:24]=[CH:23][CH:22]=2)[C:15]#[N:16])[CH:8]=1)([O-:3])=[O:2]. (3) Given the reactants [Br:1][C:2]1[C:3]([F:14])=[C:4]2[C:10]([N+:11]([O-])=O)=[CH:9][NH:8][C:5]2=[N:6][CH:7]=1.Cl[Sn]Cl.C([O-])([O-])=O.[Na+].[Na+], predict the reaction product. The product is: [Br:1][C:2]1[C:3]([F:14])=[C:4]2[C:10]([NH2:11])=[CH:9][NH:8][C:5]2=[N:6][CH:7]=1. (4) The product is: [F:5][C:6]1[CH:7]=[CH:8][C:9]([C:12]2[C:20]3[C:19]([O:21][CH2:22][CH2:23][CH2:24][O:25][C:26]4[CH:27]=[C:28]([CH:32]=[CH:33][CH:34]=4)[C:29]([NH:35][NH2:36])=[O:31])=[N:18][CH:17]=[N:16][C:15]=3[S:14][CH:13]=2)=[CH:10][CH:11]=1. Given the reactants S(Cl)(Cl)=O.[F:5][C:6]1[CH:11]=[CH:10][C:9]([C:12]2[C:20]3[C:19]([O:21][CH2:22][CH2:23][CH2:24][O:25][C:26]4[CH:27]=[C:28]([CH:32]=[CH:33][CH:34]=4)[C:29]([OH:31])=O)=[N:18][CH:17]=[N:16][C:15]=3[S:14][CH:13]=2)=[CH:8][CH:7]=1.[NH2:35][NH2:36], predict the reaction product. (5) Given the reactants [Br:1][C:2]1[CH:7]=[CH:6][C:5](F)=[C:4]([N+:9]([O-:11])=[O:10])[CH:3]=1.[C:12]([NH2:16])([CH3:15])([CH3:14])[CH3:13], predict the reaction product. The product is: [Br:1][C:2]1[CH:7]=[CH:6][C:5]([NH:16][C:12]([CH3:15])([CH3:14])[CH3:13])=[C:4]([N+:9]([O-:11])=[O:10])[CH:3]=1. (6) Given the reactants C1(P(C2CCCCC2)C2C=CC=CC=2C2C=CC=CC=2)CCCCC1.Cl.Cl.[C:28]1([CH:34]2[C:39]3[N:40]=[C:41]([NH:43][CH:44]4[CH2:49][CH2:48][NH:47][CH2:46][CH2:45]4)[S:42][C:38]=3[CH2:37][CH2:36][CH2:35]2)[CH:33]=[CH:32][CH:31]=[CH:30][CH:29]=1.C(N(CC)C(C)C)(C)C.Cl[C:60]1[S:64][N:63]=[C:62]([CH3:65])[N:61]=1, predict the reaction product. The product is: [CH3:65][C:62]1[N:61]=[C:60]([N:47]2[CH2:46][CH2:45][CH:44]([NH:43][C:41]3[S:42][C:38]4[CH2:37][CH2:36][CH2:35][CH:34]([C:28]5[CH:33]=[CH:32][CH:31]=[CH:30][CH:29]=5)[C:39]=4[N:40]=3)[CH2:49][CH2:48]2)[S:64][N:63]=1. (7) Given the reactants [H-].[Na+].[I:3]C1NC=CN=1.Cl[CH2:10][CH2:11][C:12]([NH:15][C:16](=[O:22])[O:17][C:18]([CH3:21])([CH3:20])[CH3:19])([CH3:14])[CH3:13].C[N:24]1[CH2:29]CC[N:26]([CH3:30])[C:25]1=O, predict the reaction product. The product is: [I:3][C:30]1[N:26]=[CH:25][N:24]([CH2:10][CH2:11][C:12]([NH:15][C:16](=[O:22])[O:17][C:18]([CH3:21])([CH3:20])[CH3:19])([CH3:14])[CH3:13])[CH:29]=1.